Dataset: Peptide-MHC class I binding affinity with 185,985 pairs from IEDB/IMGT. Task: Regression. Given a peptide amino acid sequence and an MHC pseudo amino acid sequence, predict their binding affinity value. This is MHC class I binding data. (1) The peptide sequence is KIDYYIPYV. The MHC is HLA-A02:02 with pseudo-sequence HLA-A02:02. The binding affinity (normalized) is 0.645. (2) The peptide sequence is AIKLGFKSL. The MHC is HLA-B08:01 with pseudo-sequence HLA-B08:01. The binding affinity (normalized) is 0.656.